From a dataset of Experimentally validated miRNA-target interactions with 360,000+ pairs, plus equal number of negative samples. Binary Classification. Given a miRNA mature sequence and a target amino acid sequence, predict their likelihood of interaction. The miRNA is hsa-miR-7703 with sequence UUGCACUCUGGCCUUCUCCCAGG. The protein sequence of the target gene is MGCSSSALNKAGDSSRFGSGVTSNENSSTVEHNKFCVDQPKPCTPGGEAAFHGNTQRESHPSLERPKASVVPTANGVKSYHQPSLANDETPGKEATDHSRPTKKIEPLVQGGECEQPQPGGKDDMLGTEEVKKDVEARTEVPSLKGDAEIKPLRLSSERDSPGAPQAGTMKFLQTAENILPLETTQELPPKEATGKGAQPQILEAIPKENSSPEIEGIQSAESSGQQQLVEAPGEAEQPQALETVLKENETSQMPGRSQPVPTPVMNKSPCEAPDGLRNAHEPQVTGGNRVQPAETGETA.... Result: 0 (no interaction).